From a dataset of Full USPTO retrosynthesis dataset with 1.9M reactions from patents (1976-2016). Predict the reactants needed to synthesize the given product. (1) Given the product [CH3:23][CH:22]([CH3:24])[C:21]([O:26][CH2:27][O:20][P:17]([CH2:16][O:15][C:12]1([CH2:11][N:8]2[CH:7]=[N:6][C:5]3[C:9]2=[N:10][C:2]([NH2:1])=[N:3][CH:4]=3)[CH2:13][CH2:14]1)(=[O:18])[O:19][CH2:27][O:26][C:21](=[O:25])[CH:22]([CH3:24])[CH3:23])=[O:25], predict the reactants needed to synthesize it. The reactants are: [NH2:1][C:2]1[N:10]=[C:9]2[C:5]([N:6]=[CH:7][N:8]2[CH2:11][C:12]2([O:15][CH2:16][P:17](=[O:20])([OH:19])[OH:18])[CH2:14][CH2:13]2)=[CH:4][N:3]=1.[C:21]([O:26][CH2:27]Cl)(=[O:25])[CH:22]([CH3:24])[CH3:23]. (2) Given the product [CH:1]([C:4]1[CH:9]=[CH:8][CH:7]=[CH:6][C:5]=1[N:10]1[C:11]2[C:12]([C:18]3[CH:23]=[CH:22][CH:21]=[CH:20][CH:19]=3)=[CH:13][CH:14]=[CH:15][C:16]=2[N:17]=[C:24]1[C:25]1[CH:30]=[CH:29][CH:28]=[CH:27][CH:26]=1)([CH3:3])[CH3:2], predict the reactants needed to synthesize it. The reactants are: [CH:1]([C:4]1[CH:9]=[CH:8][CH:7]=[CH:6][C:5]=1[NH:10][C:11]1[C:16]([NH2:17])=[CH:15][CH:14]=[CH:13][C:12]=1[C:18]1[CH:23]=[CH:22][CH:21]=[CH:20][CH:19]=1)([CH3:3])[CH3:2].[CH:24](=O)[C:25]1[CH:30]=[CH:29][CH:28]=[CH:27][CH:26]=1.S(=O)(O)[O-].[Na+].[Li+].[Cl-].